Task: Predict the reactants needed to synthesize the given product.. Dataset: Full USPTO retrosynthesis dataset with 1.9M reactions from patents (1976-2016) (1) Given the product [NH2:14][C:11]1[S:12][CH:13]=[C:9]([C:5]2[C:4]([CH3:15])=[CH:3][C:2]([NH:1][C:28](=[O:29])[O:27][C:24]([CH3:26])([CH3:25])[CH3:23])=[CH:7][C:6]=2[CH3:8])[N:10]=1, predict the reactants needed to synthesize it. The reactants are: [NH2:1][C:2]1[CH:7]=[C:6]([CH3:8])[C:5]([C:9]2[N:10]=[C:11]([NH2:14])[S:12][CH:13]=2)=[C:4]([CH3:15])[CH:3]=1.CCN(CC)CC.[CH3:23][C:24]([O:27][C:28](O[C:28]([O:27][C:24]([CH3:26])([CH3:25])[CH3:23])=[O:29])=[O:29])([CH3:26])[CH3:25]. (2) Given the product [CH2:8]([N:15]1[C:16](=[O:22])[CH2:17][CH:18]([CH:20]=[O:21])[CH2:19]1)[C:9]1[CH:10]=[CH:11][CH:12]=[CH:13][CH:14]=1, predict the reactants needed to synthesize it. The reactants are: C(N(CC)CC)C.[CH2:8]([N:15]1[CH2:19][CH:18]([CH2:20][OH:21])[CH2:17][C:16]1=[O:22])[C:9]1[CH:14]=[CH:13][CH:12]=[CH:11][CH:10]=1. (3) Given the product [Cl:22][C:23]1[CH:28]=[CH:27][CH:26]=[C:25]([Cl:29])[C:24]=1[CH2:30][CH2:31][C@H:32]1[C:41]2[C:36](=[CH:37][C:38]([O:44][CH3:45])=[C:39]([O:42][CH3:43])[CH:40]=2)[CH2:35][CH2:34][N:33]1[C@H:4]([C:5]1[CH:6]=[CH:7][CH:8]=[CH:9][CH:10]=1)[C:1]([NH2:2])=[O:3], predict the reactants needed to synthesize it. The reactants are: [C:1]([CH:4](OS(C1C=CC(C)=CC=1)(=O)=O)[C:5]1[CH:10]=[CH:9][CH:8]=[CH:7][CH:6]=1)(=[O:3])[NH2:2].[Cl:22][C:23]1[CH:28]=[CH:27][CH:26]=[C:25]([Cl:29])[C:24]=1[CH2:30][CH2:31][C@H:32]1[C:41]2[C:36](=[CH:37][C:38]([O:44][CH3:45])=[C:39]([O:42][CH3:43])[CH:40]=2)[CH2:35][CH2:34][NH:33]1.